Predict the reactants needed to synthesize the given product. From a dataset of Full USPTO retrosynthesis dataset with 1.9M reactions from patents (1976-2016). Given the product [Si:18]([O:1][CH2:2][C@H:3]1[O:7][C:6](=[O:8])[NH:5][CH2:4]1)([C:14]([CH3:17])([CH3:16])[CH3:15])([C:26]1[CH:27]=[CH:28][CH:29]=[CH:30][CH:31]=1)[C:20]1[CH:25]=[CH:24][CH:23]=[CH:22][CH:21]=1, predict the reactants needed to synthesize it. The reactants are: [OH:1][CH2:2][C@H:3]1[O:7][C:6](=[O:8])[NH:5][CH2:4]1.N1C=CN=C1.[C:14]([Si:18]([C:26]1[CH:31]=[CH:30][CH:29]=[CH:28][CH:27]=1)([C:20]1[CH:25]=[CH:24][CH:23]=[CH:22][CH:21]=1)Cl)([CH3:17])([CH3:16])[CH3:15].